From a dataset of Ames mutagenicity test results for genotoxicity prediction. Regression/Classification. Given a drug SMILES string, predict its toxicity properties. Task type varies by dataset: regression for continuous values (e.g., LD50, hERG inhibition percentage) or binary classification for toxic/non-toxic outcomes (e.g., AMES mutagenicity, cardiotoxicity, hepatotoxicity). Dataset: ames. (1) The molecule is CCC1OC(=O)C(C)C(OC2CC(C)(OC)C(O)C(C)O2)C(C)C(O)(C2OC(C)CC(N(C)C)C2O)C(C)(O)CC(C)C(=O)C(C)C(C)(O)C1O. The result is 0 (non-mutagenic). (2) The drug is O=C(O)c1cc2ccccc2cc1O. The result is 0 (non-mutagenic). (3) The molecule is Cc1ccc2c(c1)C(C)C1C(=Nc3ccccc31)N2C. The result is 1 (mutagenic). (4) The drug is OC1c2ccccc2Oc2ccccc21. The result is 1 (mutagenic). (5) The drug is O=C(O)CN(CC(=O)O)CC(=O)O. The result is 0 (non-mutagenic). (6) The drug is CCCCN(CC(O)C1=CC(=[N+]=[N-])C(=O)C=C1)N=O. The result is 1 (mutagenic). (7) The molecule is Cn1c([N+](=O)[O-])cnc1-c1nnc(N)s1. The result is 1 (mutagenic).